This data is from Forward reaction prediction with 1.9M reactions from USPTO patents (1976-2016). The task is: Predict the product of the given reaction. (1) Given the reactants [Na].CCO.[C:5]([O:12][CH2:13][CH3:14])(=[O:11])[C:6]([O:8]CC)=O.[C:15]([C:18]1[CH:23]=[CH:22][CH:21]=[CH:20][CH:19]=1)(=[O:17])[CH3:16], predict the reaction product. The product is: [CH2:13]([O:12][C:5](=[O:11])[C:6](=[O:8])/[CH:16]=[C:15](\[OH:17])/[C:18]1[CH:23]=[CH:22][CH:21]=[CH:20][CH:19]=1)[CH3:14]. (2) Given the reactants Br[C:2]1[CH:3]=[CH:4][C:5]2[O:9][C:8](=[O:10])[N:7]([CH3:11])[C:6]=2[CH:12]=1.[CH3:13][C:14]1([CH3:30])[C:18]([CH3:20])([CH3:19])[O:17][B:16]([B:16]2[O:17][C:18]([CH3:20])([CH3:19])[C:14]([CH3:30])([CH3:13])[O:15]2)[O:15]1.C([O-])(=O)C.[K+].C(Cl)Cl, predict the reaction product. The product is: [CH3:11][N:7]1[C:6]2[CH:12]=[C:2]([B:16]3[O:17][C:18]([CH3:20])([CH3:19])[C:14]([CH3:30])([CH3:13])[O:15]3)[CH:3]=[CH:4][C:5]=2[O:9][C:8]1=[O:10]. (3) Given the reactants [CH3:1][N:2]1[CH:6]=[C:5]([C:7]2[CH:12]=[CH:11][N:10]=[CH:9][CH:8]=2)[C:4]([C:13]2[CH:30]=[CH:29][C:16]([O:17][CH2:18][C:19]3[CH:28]=[CH:27][C:26]4[C:21](=[CH:22][CH:23]=[CH:24][CH:25]=4)[N:20]=3)=[CH:15][CH:14]=2)=[N:3]1.N([CH2:33][CH:34]([OH:36])C)N, predict the reaction product. The product is: [N:10]1[CH:9]=[CH:8][C:7]([C:5]2[C:4]([C:13]3[CH:30]=[CH:29][C:16]([O:17][CH2:18][C:19]4[CH:28]=[CH:27][C:26]5[C:21](=[CH:22][CH:23]=[CH:24][CH:25]=5)[N:20]=4)=[CH:15][CH:14]=3)=[N:3][N:2]([CH2:1][CH:34]([OH:36])[CH3:33])[CH:6]=2)=[CH:12][CH:11]=1. (4) Given the reactants [H-].[Na+].Br[CH2:4][CH2:5][C:6]([O:8][C:9]([CH3:12])([CH3:11])[CH3:10])=[O:7].[O:13]1[CH2:18][CH2:17][N:16]([C:19]2[CH:24]=[C:23]([NH2:25])[N:22]3[N:26]=[CH:27][C:28]([C:29]4[CH:30]=[N:31][C:32]5[C:37]([CH:38]=4)=[CH:36][CH:35]=[CH:34][CH:33]=5)=[C:21]3[N:20]=2)[CH2:15][CH2:14]1, predict the reaction product. The product is: [O:13]1[CH2:14][CH2:15][N:16]([C:19]2[CH:24]=[C:23]([NH:25][CH2:4][CH2:5][C:6]([O:8][C:9]([CH3:12])([CH3:11])[CH3:10])=[O:7])[N:22]3[N:26]=[CH:27][C:28]([C:29]4[CH:30]=[N:31][C:32]5[C:37]([CH:38]=4)=[CH:36][CH:35]=[CH:34][CH:33]=5)=[C:21]3[N:20]=2)[CH2:17][CH2:18]1.